From a dataset of NCI-60 drug combinations with 297,098 pairs across 59 cell lines. Regression. Given two drug SMILES strings and cell line genomic features, predict the synergy score measuring deviation from expected non-interaction effect. (1) Drug 1: COC1=C(C=C2C(=C1)N=CN=C2NC3=CC(=C(C=C3)F)Cl)OCCCN4CCOCC4. Drug 2: C#CCC(CC1=CN=C2C(=N1)C(=NC(=N2)N)N)C3=CC=C(C=C3)C(=O)NC(CCC(=O)O)C(=O)O. Cell line: HOP-92. Synergy scores: CSS=20.7, Synergy_ZIP=-1.53, Synergy_Bliss=-1.01, Synergy_Loewe=-0.863, Synergy_HSA=-1.02. (2) Drug 1: CCCCCOC(=O)NC1=NC(=O)N(C=C1F)C2C(C(C(O2)C)O)O. Drug 2: CC(C)(C#N)C1=CC(=CC(=C1)CN2C=NC=N2)C(C)(C)C#N. Cell line: SF-539. Synergy scores: CSS=0.503, Synergy_ZIP=1.47, Synergy_Bliss=-0.401, Synergy_Loewe=-1.77, Synergy_HSA=-5.01. (3) Drug 1: CC1C(C(CC(O1)OC2CC(CC3=C2C(=C4C(=C3O)C(=O)C5=C(C4=O)C(=CC=C5)OC)O)(C(=O)C)O)N)O.Cl. Drug 2: C1=C(C(=O)NC(=O)N1)F. Cell line: NCI-H322M. Synergy scores: CSS=34.8, Synergy_ZIP=3.81, Synergy_Bliss=5.42, Synergy_Loewe=6.73, Synergy_HSA=6.86. (4) Drug 1: C(CC(=O)O)C(=O)CN.Cl. Drug 2: CC12CCC3C(C1CCC2OP(=O)(O)O)CCC4=C3C=CC(=C4)OC(=O)N(CCCl)CCCl.[Na+]. Cell line: NCI/ADR-RES. Synergy scores: CSS=-3.21, Synergy_ZIP=1.49, Synergy_Bliss=1.87, Synergy_Loewe=-2.36, Synergy_HSA=-1.68. (5) Drug 1: C1=C(C(=O)NC(=O)N1)F. Drug 2: C1=NNC2=C1C(=O)NC=N2. Cell line: SF-539. Synergy scores: CSS=57.4, Synergy_ZIP=-1.45, Synergy_Bliss=-5.28, Synergy_Loewe=-25.1, Synergy_HSA=-4.29.